Task: Predict which catalyst facilitates the given reaction.. Dataset: Catalyst prediction with 721,799 reactions and 888 catalyst types from USPTO (1) Reactant: [Br-:1].[Na+].[F:3][CH:4]1[N:8]([CH3:9])[CH2:7][CH2:6][NH+:5]1[CH3:10].[Br-]. Product: [Br-:1].[F:3][CH:4]1[N:8]([CH3:9])[CH2:7][CH2:6][NH+:5]1[CH3:10]. The catalyst class is: 10. (2) Reactant: Br[C:2]1[CH:3]=[C:4]2[C:8](=[CH:9][CH:10]=1)[NH:7][N:6]=[CH:5]2.[B:11]1([B:11]2[O:15][C:14]([CH3:17])([CH3:16])[C:13]([CH3:19])([CH3:18])[O:12]2)[O:15][C:14]([CH3:17])([CH3:16])[C:13]([CH3:19])([CH3:18])[O:12]1. Product: [CH3:18][C:13]1([CH3:19])[C:14]([CH3:17])([CH3:16])[O:15][B:11]([C:2]2[CH:3]=[C:4]3[C:8](=[CH:9][CH:10]=2)[NH:7][N:6]=[CH:5]3)[O:12]1. The catalyst class is: 3. (3) Reactant: [F:1][C:2]1[CH:7]=[CH:6][C:5]([N:8]2[CH2:13][CH2:12][N:11]([C:14]3[N:19]=[C:18]([CH3:20])[NH:17][C:16](=[O:21])[C:15]=3[N+:22]([O-:24])=[O:23])[CH2:10][CH2:9]2)=[CH:4][CH:3]=1.Cl[CH2:26][CH2:27][CH2:28][CH2:29][CH2:30][CH2:31][OH:32].C(=O)([O-])[O-].[K+].[K+]. Product: [F:1][C:2]1[CH:7]=[CH:6][C:5]([N:8]2[CH2:9][CH2:10][N:11]([C:14]3[N:19]=[C:18]([CH3:20])[N:17]=[C:16]([O:21][CH2:26][CH2:27][CH2:28][CH2:29][CH2:30][CH2:31][OH:32])[C:15]=3[N+:22]([O-:24])=[O:23])[CH2:12][CH2:13]2)=[CH:4][CH:3]=1. The catalyst class is: 9. (4) Reactant: [N+:1]([C:4]1[CH:5]=[C:6]2[C:10](=[CH:11][CH:12]=1)[NH:9][N:8]=[C:7]2/[CH:13]=[CH:14]/[C:15]1[CH:16]=[N:17][CH:18]=[CH:19][CH:20]=1)([O-])=O.O.NN. Product: [NH2:1][C:4]1[CH:5]=[C:6]2[C:10](=[CH:11][CH:12]=1)[NH:9][N:8]=[C:7]2/[CH:13]=[CH:14]/[C:15]1[CH:16]=[N:17][CH:18]=[CH:19][CH:20]=1. The catalyst class is: 178. (5) Product: [NH2:2][C:3]1[S:4][CH:5]=[C:6]([C:8]([NH:35][CH:36]2[CH2:41][CH2:40][N:39]([CH3:42])[CH2:38][CH2:37]2)=[O:10])[N:7]=1. Reactant: Br.[NH2:2][C:3]1[S:4][CH:5]=[C:6]([C:8]([OH:10])=O)[N:7]=1.CN(C(ON1N=NC2C=CC=NC1=2)=[N+](C)C)C.F[P-](F)(F)(F)(F)F.[NH2:35][CH:36]1[CH2:41][CH2:40][N:39]([CH3:42])[CH2:38][CH2:37]1.CCN(C(C)C)C(C)C. The catalyst class is: 3. (6) Reactant: [CH:1]1([N:4]2[C:13]3[C:8](=[CH:9][C:10]([F:24])=[C:11]([C:14]4[S:15][C:16]5[CH2:22][CH2:21][CH2:20][C:19](=[O:23])[C:17]=5[CH:18]=4)[N:12]=3)[C:7](=[O:25])[C:6]([C:26]([O:28]CC)=[O:27])=[CH:5]2)[CH2:3][CH2:2]1.Cl. Product: [CH:1]1([N:4]2[C:13]3[C:8](=[CH:9][C:10]([F:24])=[C:11]([C:14]4[S:15][C:16]5[CH2:22][CH2:21][CH2:20][C:19](=[O:23])[C:17]=5[CH:18]=4)[N:12]=3)[C:7](=[O:25])[C:6]([C:26]([OH:28])=[O:27])=[CH:5]2)[CH2:2][CH2:3]1. The catalyst class is: 8. (7) Reactant: C1([O:7][C:8](=O)[NH:9][C:10]2[CH:15]=[CH:14][C:13]([O:16][C:17]3[C:26]4[C:21](=[CH:22][C:23]([O:29][CH2:30][C:31]5[CH:36]=[CH:35][CH:34]=[CH:33][CH:32]=5)=[C:24]([C:27]#[N:28])[CH:25]=4)[N:20]=[CH:19][CH:18]=3)=[CH:12][C:11]=2[Cl:37])C=CC=CC=1.[CH3:39][N:40](C)C=O.O1CCCC1. Product: [CH2:30]([O:29][C:23]1[CH:22]=[C:21]2[C:26]([C:17]([O:16][C:13]3[CH:14]=[CH:15][C:10]([NH:9][C:8]([NH:40][CH3:39])=[O:7])=[C:11]([Cl:37])[CH:12]=3)=[CH:18][CH:19]=[N:20]2)=[CH:25][C:24]=1[C:27]#[N:28])[C:31]1[CH:36]=[CH:35][CH:34]=[CH:33][CH:32]=1. The catalyst class is: 6. (8) Reactant: [Cl-].[CH3:2][O:3][CH2:4][P+](C1C=CC=CC=1)(C1C=CC=CC=1)C1C=CC=CC=1.C[Si]([N-][Si](C)(C)C)(C)C.[Li+].[NH2:34][C:35]1[C:40]([C:41]([C:43]2[CH:44]=[N:45][C:46]([F:49])=[CH:47][CH:48]=2)=O)=[CH:39][C:38]([Br:50])=[CH:37][N:36]=1.C([Mg]Cl)(C)(C)C. Product: [Br:50][C:38]1[CH:39]=[C:40]([C:41]([C:43]2[CH:44]=[N:45][C:46]([F:49])=[CH:47][CH:48]=2)=[CH:2][O:3][CH3:4])[C:35]([NH2:34])=[N:36][CH:37]=1. The catalyst class is: 1.